This data is from Catalyst prediction with 721,799 reactions and 888 catalyst types from USPTO. The task is: Predict which catalyst facilitates the given reaction. (1) Reactant: [NH2:1][OH:2].[OH2:3].ClC1C=CC(CO)=CC=1[S:13](Cl)(=[O:15])=[O:14].[CH3:17][CH2:18][CH2:19][CH2:20][CH3:21]. Product: [OH:2][NH:1][S:13]([C:21]1[O:3][C:18]([CH3:17])=[CH:19][CH:20]=1)(=[O:15])=[O:14]. The catalyst class is: 7. (2) Reactant: [CH2:1]([O:8][C:9]1[C:10](=[O:18])[CH:11]=[C:12](C(O)=O)O[CH:14]=1)[C:2]1[CH:7]=[CH:6][CH:5]=[CH:4][CH:3]=1.[NH2:19][C:20]1[CH:21]=[C:22]([C:26]2[CH:31]=[CH:30][CH:29]=[CH:28][CH:27]=2)[CH:23]=[CH:24][CH:25]=1. Product: [CH2:1]([O:8][C:9]1[C:10](=[O:18])[CH:11]=[CH:12][N:19]([C:20]2[CH:21]=[C:22]([C:26]3[CH:27]=[CH:28][CH:29]=[CH:30][CH:31]=3)[CH:23]=[CH:24][CH:25]=2)[CH:14]=1)[C:2]1[CH:3]=[CH:4][CH:5]=[CH:6][CH:7]=1. The catalyst class is: 400.